Dataset: Forward reaction prediction with 1.9M reactions from USPTO patents (1976-2016). Task: Predict the product of the given reaction. Given the reactants [NH2:1][C:2]1[CH:7]=[CH:6][C:5]([NH:8][C:9]([C:11]2[C:23]3[CH2:22][C:21]4[C:16](=[CH:17][CH:18]=[CH:19][CH:20]=4)[C:15]=3[CH:14]=[CH:13][CH:12]=2)=[O:10])=[CH:4][CH:3]=1.[CH:24]([C:26]1[CH:31]=[CH:30][CH:29]=[CH:28][N:27]=1)=O.C(O)(=O)C.C(O[BH-](OC(=O)C)OC(=O)C)(=O)C.[Na+], predict the reaction product. The product is: [N:27]1[CH:28]=[CH:29][CH:30]=[CH:31][C:26]=1[CH2:24][NH:1][C:2]1[CH:3]=[CH:4][C:5]([NH:8][C:9]([C:11]2[C:23]3[CH2:22][C:21]4[C:16](=[CH:17][CH:18]=[CH:19][CH:20]=4)[C:15]=3[CH:14]=[CH:13][CH:12]=2)=[O:10])=[CH:6][CH:7]=1.